This data is from Catalyst prediction with 721,799 reactions and 888 catalyst types from USPTO. The task is: Predict which catalyst facilitates the given reaction. (1) Reactant: COC1C=CC(C[N:8]2[C:12]3[N:13]=[CH:14][C:15]4[CH2:16][CH:17]([NH:21][C:22]([NH:24][C:25]5[CH:30]=[CH:29][CH:28]=[CH:27][CH:26]=5)=[O:23])[CH2:18][CH2:19][C:20]=4[C:11]=3[CH:10]=[N:9]2)=CC=1.FC(F)(F)C(O)=O. Product: [C:25]1([NH:24][C:22]([NH:21][CH:17]2[CH2:16][C:15]3[CH:14]=[N:13][C:12]4[NH:8][N:9]=[CH:10][C:11]=4[C:20]=3[CH2:19][CH2:18]2)=[O:23])[CH:26]=[CH:27][CH:28]=[CH:29][CH:30]=1. The catalyst class is: 11. (2) Reactant: [O:1]1[C:5]2[CH:6]=[CH:7][C:8]([C:10]3[C:15]([N+:16]([O-])=O)=[C:14]([Cl:19])[N:13]=[C:12]([CH2:20][C:21]4[CH:26]=[CH:25][C:24]([F:27])=[CH:23][CH:22]=4)[N:11]=3)=[CH:9][C:4]=2[O:3][CH2:2]1.OCC1(OC[C@@H](O)[C@@H](O)[C@H]1O)O. Product: [O:1]1[C:5]2[CH:6]=[CH:7][C:8]([C:10]3[C:15]([NH2:16])=[C:14]([Cl:19])[N:13]=[C:12]([CH2:20][C:21]4[CH:26]=[CH:25][C:24]([F:27])=[CH:23][CH:22]=4)[N:11]=3)=[CH:9][C:4]=2[O:3][CH2:2]1. The catalyst class is: 171. (3) Reactant: [Cl:1][C:2]1[CH:7]=[C:6]([Cl:8])[CH:5]=[CH:4][C:3]=1[N:9]1[C:13]([C:14]2[CH:19]=[CH:18][C:17]([OH:20])=[CH:16][CH:15]=2)=[C:12]([CH3:21])[C:11]([C:22]([OH:24])=[O:23])=[N:10]1.O.[CH3:26]O. Product: [CH3:26][O:23][C:22]([C:11]1[C:12]([CH3:21])=[C:13]([C:14]2[CH:19]=[CH:18][C:17]([OH:20])=[CH:16][CH:15]=2)[N:9]([C:3]2[CH:4]=[CH:5][C:6]([Cl:8])=[CH:7][C:2]=2[Cl:1])[N:10]=1)=[O:24]. The catalyst class is: 33. (4) Reactant: [Cl:1][C:2]1[CH:3]=[C:4]([C:12]2[S:16][N:15]=[C:14]([C:17]3[C:18]([CH2:26][CH3:27])=[C:19]([CH2:23][CH:24]=O)[CH:20]=[CH:21][CH:22]=3)[N:13]=2)[CH:5]=[CH:6][C:7]=1[O:8][CH:9]([CH3:11])[CH3:10].[NH:28]1[CH2:31][CH:30]([C:32]([O:34]C)=[O:33])[CH2:29]1.C(O)(=O)C.C(O[BH-](OC(=O)C)OC(=O)C)(=O)C.[Na+]. Product: [Cl:1][C:2]1[CH:3]=[C:4]([C:12]2[S:16][N:15]=[C:14]([C:17]3[C:18]([CH2:26][CH3:27])=[C:19]([CH2:23][CH2:24][N:28]4[CH2:29][CH:30]([C:32]([OH:34])=[O:33])[CH2:31]4)[CH:20]=[CH:21][CH:22]=3)[N:13]=2)[CH:5]=[CH:6][C:7]=1[O:8][CH:9]([CH3:11])[CH3:10]. The catalyst class is: 120. (5) Reactant: [NH2:1][C:2]1[C:10]2[C:5](=[N:6][C:7]([N:14]3[CH2:19][CH2:18][CH:17]([OH:20])[CH2:16][CH2:15]3)=[CH:8][C:9]=2[CH2:11][CH2:12][CH3:13])[S:4][C:3]=1[C:21]#[N:22].[N:23](OCCC(C)C)=O.[ClH:31]. Product: [Cl:31][C:21]1[C:3]2[S:4][C:5]3[N:6]=[C:7]([N:14]4[CH2:15][CH2:16][CH:17]([OH:20])[CH2:18][CH2:19]4)[CH:8]=[C:9]([CH2:11][CH2:12][CH3:13])[C:10]=3[C:2]=2[N:1]=[N:23][N:22]=1. The catalyst class is: 14. (6) Product: [BrH:8].[Br:8][C:6]1[N:7]2[CH:23]=[C:24]([C:25]([O:27][CH2:28][CH3:29])=[O:26])[N:1]=[C:2]2[C:3]([N:9]2[CH2:10][CH2:11][NH:12][CH2:13][CH2:14]2)=[N:4][CH:5]=1. The catalyst class is: 14. Reactant: [NH2:1][C:2]1[C:3]([N:9]2[CH2:14][CH2:13][N:12](C(OC(C)(C)C)=O)[CH2:11][CH2:10]2)=[N:4][CH:5]=[C:6]([Br:8])[N:7]=1.Br[CH2:23][C:24](=O)[C:25]([O:27][CH2:28][CH3:29])=[O:26]. (7) Reactant: [CH3:1][C:2]([O:5][C:6]([NH:8][CH:9]1[CH2:15][CH2:14][C:12](=O)[CH2:11][CH2:10]1)=[O:7])([CH3:4])[CH3:3].[NH2:16][C:17]1[CH:22]=[CH:21][CH:20]=[CH:19][C:18]=1[OH:23].CC(O)=O.C(O[BH-](OC(=O)C)OC(=O)C)(=O)C.[Na+].C(=O)([O-])[O-].[Na+].[Na+]. Product: [C:2]([O:5][C:6](=[O:7])[NH:8][CH:9]1[CH2:15][CH2:14][CH:12]([NH:16][C:17]2[CH:22]=[CH:21][CH:20]=[CH:19][C:18]=2[OH:23])[CH2:11][CH2:10]1)([CH3:4])([CH3:3])[CH3:1]. The catalyst class is: 61. (8) Reactant: [Li]CCCC.[Cl:6][C:7]1[CH:12]=[CH:11][C:10]([CH2:13][SH:14])=[CH:9][CH:8]=1.[CH3:15][O:16][C:17]([C:19]1[C:20](S(C)(=O)=O)=[N:21][S:22][C:23]=1[NH:24][C:25]([O:27][C:28]([CH3:31])([CH3:30])[CH3:29])=[O:26])=[O:18]. Product: [CH3:15][O:16][C:17]([C:19]1[C:20]([S:14][CH2:13][C:10]2[CH:11]=[CH:12][C:7]([Cl:6])=[CH:8][CH:9]=2)=[N:21][S:22][C:23]=1[NH:24][C:25]([O:27][C:28]([CH3:31])([CH3:30])[CH3:29])=[O:26])=[O:18]. The catalyst class is: 1. (9) Reactant: Br[C:2]1[CH:8]=[CH:7][C:5]([NH2:6])=[C:4]([O:9][CH3:10])[C:3]=1[F:11].CC([O-])=O.[K+].[B:17]1([B:17]2[O:21][C:20]([CH3:23])([CH3:22])[C:19]([CH3:25])([CH3:24])[O:18]2)[O:21][C:20]([CH3:23])([CH3:22])[C:19]([CH3:25])([CH3:24])[O:18]1. Product: [F:11][C:3]1[C:4]([O:9][CH3:10])=[C:5]([CH:7]=[CH:8][C:2]=1[B:17]1[O:21][C:20]([CH3:23])([CH3:22])[C:19]([CH3:25])([CH3:24])[O:18]1)[NH2:6]. The catalyst class is: 12. (10) Reactant: [CH2:1]([N:3]([CH2:24][CH3:25])[CH2:4][CH2:5][N:6]1[CH2:11][CH2:10][S:9][C:8]2[CH:12]=[C:13]([NH:16][C:17]([C:19]3[S:20][CH:21]=[CH:22][CH:23]=3)=[NH:18])[CH:14]=[CH:15][C:7]1=2)[CH3:2].[ClH:26].CCOCC. Product: [ClH:26].[ClH:26].[CH2:24]([N:3]([CH2:1][CH3:2])[CH2:4][CH2:5][N:6]1[CH2:11][CH2:10][S:9][C:8]2[CH:12]=[C:13]([NH:16][C:17]([C:19]3[S:20][CH:21]=[CH:22][CH:23]=3)=[NH:18])[CH:14]=[CH:15][C:7]1=2)[CH3:25]. The catalyst class is: 5.